From a dataset of Forward reaction prediction with 1.9M reactions from USPTO patents (1976-2016). Predict the product of the given reaction. (1) Given the reactants [C:1]1(=[C:9]([C:25]2[CH:30]=[CH:29][C:28]([OH:31])=[CH:27][CH:26]=2)[C:10]2[CH:15]=[CH:14][C:13](/[CH:16]=[CH:17]/[C:18]([O:20]C(C)(C)C)=[O:19])=[CH:12][CH:11]=2)[CH2:8][CH2:7][CH2:6][CH2:5][CH2:4][CH2:3][CH2:2]1, predict the reaction product. The product is: [C:1]1(=[C:9]([C:25]2[CH:30]=[CH:29][C:28]([OH:31])=[CH:27][CH:26]=2)[C:10]2[CH:15]=[CH:14][C:13](/[CH:16]=[CH:17]/[C:18]([OH:20])=[O:19])=[CH:12][CH:11]=2)[CH2:8][CH2:7][CH2:6][CH2:5][CH2:4][CH2:3][CH2:2]1. (2) Given the reactants [CH3:1][O:2][C:3]1[CH:4]=[C:5]([CH:22]=[CH:23][C:24]=1[O:25][CH3:26])[CH2:6][N:7]([CH2:18][C:19](O)=[O:20])[S:8]([C:11]1[CH:16]=[CH:15][C:14]([CH3:17])=[CH:13][CH:12]=1)(=[O:10])=[O:9].C(Cl)(=O)C([Cl:30])=O, predict the reaction product. The product is: [CH3:1][O:2][C:3]1[CH:4]=[C:5]([CH:22]=[CH:23][C:24]=1[O:25][CH3:26])[CH2:6][N:7]([CH2:18][C:19]([Cl:30])=[O:20])[S:8]([C:11]1[CH:16]=[CH:15][C:14]([CH3:17])=[CH:13][CH:12]=1)(=[O:10])=[O:9]. (3) Given the reactants [CH:1]([O:4][CH2:5][CH2:6][NH:7][S:8]([NH:11][C:12](=[O:38])[O:13][CH2:14][CH2:15][C:16]1[CH:21]=[CH:20][C:19]([O:22]COC)=[CH:18][C:17]=1[O:26][C:27]1[C:32]([Cl:33])=[CH:31][C:30]([C:34]([F:37])([F:36])[F:35])=[CH:29][N:28]=1)(=[O:10])=[O:9])([CH3:3])[CH3:2].Cl.CO.C(=O)([O-])O.[Na+], predict the reaction product. The product is: [CH:1]([O:4][CH2:5][CH2:6][NH:7][S:8]([NH:11][C:12](=[O:38])[O:13][CH2:14][CH2:15][C:16]1[CH:21]=[CH:20][C:19]([OH:22])=[CH:18][C:17]=1[O:26][C:27]1[C:32]([Cl:33])=[CH:31][C:30]([C:34]([F:35])([F:37])[F:36])=[CH:29][N:28]=1)(=[O:10])=[O:9])([CH3:3])[CH3:2]. (4) Given the reactants [CH3:1][C:2]1[CH:11]=[C:10]([CH3:12])[CH:9]=[C:8]2[C:3]=1[CH2:4][CH2:5][CH2:6][C@H:7]2[NH:13][C@@H](C1C=CC=CC=1)CO.CN.I(O)(=O)(=O)=O, predict the reaction product. The product is: [CH3:1][C:2]1[CH:11]=[C:10]([CH3:12])[CH:9]=[C:8]2[C:3]=1[CH2:4][CH2:5][CH2:6][C@H:7]2[NH2:13]. (5) The product is: [Br:1][C:2]1[C:7]([Cl:8])=[N:6][CH:5]=[C:4]([O:9][CH3:10])[CH:3]=1. Given the reactants [Br:1][C:2]1[CH:3]=[C:4]([OH:9])[CH:5]=[N:6][C:7]=1[Cl:8].[C:10](=O)([O-])[O-].[K+].[K+].IC, predict the reaction product. (6) Given the reactants I[C:2]1[CH:7]=[CH:6][C:5]([F:8])=[CH:4][CH:3]=1.[C@@H:9]1([NH2:16])[CH2:14][CH2:13][CH2:12][CH2:11][C@H:10]1N.[O-:17]P([O-])([O-])=O.[K+].[K+].[K+], predict the reaction product. The product is: [F:8][C:5]1[CH:6]=[CH:7][C:2]([N:16]2[CH2:10][CH2:11][CH2:12][CH2:13][CH2:14][C:9]2=[O:17])=[CH:3][CH:4]=1. (7) Given the reactants [Cl:1][C:2]1[N:7]=[C:6]([NH:8][CH2:9][CH2:10][CH3:11])[C:5](I)=[C:4]([CH3:13])[N:3]=1.[CH2:14]([N:19]1[C:23](=[O:24])[C:22]2=[CH:25][CH:26]=[CH:27][CH:28]=[C:21]2[C:20]1=[O:29])[CH2:15][CH2:16][C:17]#[CH:18].C(N(CC)CC)C.[Cl-].[NH4+], predict the reaction product. The product is: [Cl:1][C:2]1[N:3]=[C:4]([CH3:13])[C:5]([C:18]#[C:17][CH2:16][CH2:15][CH2:14][N:19]2[C:20](=[O:29])[C:21]3[C:22](=[CH:25][CH:26]=[CH:27][CH:28]=3)[C:23]2=[O:24])=[C:6]([NH:8][CH2:9][CH2:10][CH3:11])[N:7]=1.